Dataset: Reaction yield outcomes from USPTO patents with 853,638 reactions. Task: Predict the reaction yield, written as a fraction of the theoretical maximum amount of product (1.0 means a 100% yield; for example, 0.34 means a 34% yield). The reactants are [CH3:1][O:2][C:3]([C:5]1[S:6][C:7]([C:22]2[CH:27]=[CH:26][CH:25]=[CH:24][CH:23]=2)=[CH:8][C:9]=1[NH:10][CH:11]([CH3:21])[CH2:12][O:13][Si](C(C)(C)C)(C)C)=[O:4].[C:28](Cl)(=O)C. The catalyst is CO. The product is [CH3:1][O:2][C:3]([C:5]1[S:6][C:7]([C:22]([CH3:28])=[CH:27][CH:26]=[CH:25][CH:24]=[CH2:23])=[CH:8][C:9]=1[NH:10][CH:11]([CH3:21])[CH2:12][OH:13])=[O:4]. The yield is 0.790.